This data is from Forward reaction prediction with 1.9M reactions from USPTO patents (1976-2016). The task is: Predict the product of the given reaction. (1) Given the reactants [CH3:1][N:2]1[C:7]([CH3:8])=[CH:6][C:5]([OH:9])=[C:4]([C:10]([O:12]CC)=O)[C:3]1=[O:15].[NH2:16][C:17]1[CH:21]=[C:20]([CH3:22])[O:19][N:18]=1.BrC1C=CC=CC=1, predict the reaction product. The product is: [CH3:1][N:2]1[C:7]([CH3:8])=[CH:6][C:5]([OH:9])=[C:4]([C:10]([NH:16][C:17]2[CH:21]=[C:20]([CH3:22])[O:19][N:18]=2)=[O:12])[C:3]1=[O:15]. (2) Given the reactants [CH3:1][N:2]1[CH2:7][CH2:6][NH:5][CH2:4][CH2:3]1.C(O[BH-](OC(=O)C)OC(=O)C)(=O)C.[Na+].[Cl:22][C:23]1[CH:24]=[C:25]([C:28]([F:31])=[CH:29][N:30]=1)[CH:26]=O.[OH-].[Na+], predict the reaction product. The product is: [Cl:22][C:23]1[CH:24]=[C:25]([CH2:26][N:5]2[CH2:6][CH2:7][N:2]([CH3:1])[CH2:3][CH2:4]2)[C:28]([F:31])=[CH:29][N:30]=1.